Dataset: M1 muscarinic receptor antagonist screen with 61,756 compounds. Task: Binary Classification. Given a drug SMILES string, predict its activity (active/inactive) in a high-throughput screening assay against a specified biological target. (1) The compound is S1(=O)(=O)CC(N(C(CC)C)C(=O)Cn2c3c(nc2CC)cccc3)CC1. The result is 0 (inactive). (2) The molecule is O1C2(OCC1)CC1C(C(C(N)=C(C1=CC2)C#N)(C#N)C#N)c1ccncc1. The result is 0 (inactive). (3) The molecule is O=C(Nc1cc2CCCc2cc1)Cn1c(=O)c2c(nc1)cccc2. The result is 0 (inactive). (4) The compound is S(CC(=O)c1sccc1)c1oc(nn1)c1sccc1. The result is 0 (inactive). (5) The compound is S(c1n(c(nn1)CC(=O)Nc1ccccc1)C)CC(=O)Nc1c(OC)cccc1. The result is 0 (inactive). (6) The molecule is Oc1c2c(n(CC(C)C)c(=O)c1C(=O)Nc1nccnc1)cccc2. The result is 0 (inactive). (7) The drug is Fc1c(OCc2oc(N(C)C)c(n2)C#N)cccc1. The result is 0 (inactive). (8) The molecule is O\N=C(/c1c2c(n(c1)C)cccc2)Cc1ccccc1. The result is 0 (inactive). (9) The compound is Clc1sc(c2nc(sc2)NC(=O)CN2C(=O)CCC2=O)cc1. The result is 0 (inactive).